Dataset: Catalyst prediction with 721,799 reactions and 888 catalyst types from USPTO. Task: Predict which catalyst facilitates the given reaction. (1) Reactant: [Cl:1][C:2]1[N:7]=[C:6](Cl)[CH:5]=[C:4]([C:9]2[CH:14]=[CH:13][CH:12]=[CH:11][CH:10]=2)[N:3]=1.[NH2:15][C:16]1[CH:20]=[C:19]([CH3:21])[NH:18][N:17]=1.C(N(CC)CC)C.[I-].[Na+]. Product: [Cl:1][C:2]1[N:7]=[C:6]([NH:15][C:16]2[NH:17][N:18]=[C:19]([CH3:21])[CH:20]=2)[CH:5]=[C:4]([C:9]2[CH:14]=[CH:13][CH:12]=[CH:11][CH:10]=2)[N:3]=1. The catalyst class is: 3. (2) Reactant: [CH3:1][C:2]1[CH:15]=[C:14]([N+:16]([O-:18])=[O:17])[CH:13]=[CH:12][C:3]=1[O:4][C:5]1[CH:6]=[C:7]([OH:11])[CH:8]=[CH:9][CH:10]=1.Br[CH2:20][CH:21]1[CH2:23][CH2:22]1.C(=O)([O-])[O-].[K+].[K+]. Product: [CH:21]1([CH2:20][O:11][C:7]2[CH:6]=[C:5]([CH:10]=[CH:9][CH:8]=2)[O:4][C:3]2[CH:12]=[CH:13][C:14]([N+:16]([O-:18])=[O:17])=[CH:15][C:2]=2[CH3:1])[CH2:23][CH2:22]1. The catalyst class is: 9. (3) Reactant: C[O-].[Na+].[CH:4]1([NH:7][C:8](=[O:21])[C:9]2[CH:14]=[CH:13][C:12]([CH3:15])=[C:11]([NH:16][C:17](=[O:20])[CH2:18][SH:19])[CH:10]=2)[CH2:6][CH2:5]1.C1(S(O[CH:32]=[C:33]([C:36]2[CH:41]=[CH:40][C:39]([Cl:42])=[CH:38][CH:37]=2)[C:34]#[N:35])(=O)=O)C=CC=CC=1. Product: [NH2:35][C:34]1[C:33]([C:36]2[CH:37]=[CH:38][C:39]([Cl:42])=[CH:40][CH:41]=2)=[CH:32][S:19][C:18]=1[C:17]([NH:16][C:11]1[CH:10]=[C:9]([C:8](=[O:21])[NH:7][CH:4]2[CH2:6][CH2:5]2)[CH:14]=[CH:13][C:12]=1[CH3:15])=[O:20]. The catalyst class is: 5.